This data is from Full USPTO retrosynthesis dataset with 1.9M reactions from patents (1976-2016). The task is: Predict the reactants needed to synthesize the given product. Given the product [Cl:1][C:2]1[CH:3]=[CH:4][C:5]([C:42]([O:43][CH3:30])=[O:45])=[C:6]2[C:10]=1[N:9]=[C:8]1[N:11]([C:12]3[CH:17]=[CH:16][C:15]([O:18][CH3:19])=[CH:14][C:13]=3[Cl:20])[CH2:24][CH2:23][CH2:22][CH2:21][N:7]21, predict the reactants needed to synthesize it. The reactants are: [Cl:1][C:2]1[C:10]2[N:9]=[C:8]([NH:11][C:12]3[CH:17]=[CH:16][C:15]([O:18][CH3:19])=[CH:14][C:13]=3[Cl:20])[N:7]([CH2:21][CH2:22][CH2:23][CH2:24]O)[C:6]=2[C:5](C(OC)=O)=[CH:4][CH:3]=1.[CH2:30](N(CC)CC)C.CS(Cl)(=O)=O.[C:42](=[O:45])([O-])[O-:43].[K+].[K+].